Dataset: NCI-60 drug combinations with 297,098 pairs across 59 cell lines. Task: Regression. Given two drug SMILES strings and cell line genomic features, predict the synergy score measuring deviation from expected non-interaction effect. (1) Drug 1: C1CCN(CC1)CCOC2=CC=C(C=C2)C(=O)C3=C(SC4=C3C=CC(=C4)O)C5=CC=C(C=C5)O. Drug 2: C(CC(=O)O)C(=O)CN.Cl. Cell line: SF-268. Synergy scores: CSS=10.4, Synergy_ZIP=1.39, Synergy_Bliss=6.29, Synergy_Loewe=-3.51, Synergy_HSA=-1.68. (2) Drug 1: C1CN1P(=S)(N2CC2)N3CC3. Drug 2: C1CC(C1)(C(=O)O)C(=O)O.[NH2-].[NH2-].[Pt+2]. Cell line: CCRF-CEM. Synergy scores: CSS=90.9, Synergy_ZIP=-0.820, Synergy_Bliss=-4.53, Synergy_Loewe=-5.61, Synergy_HSA=0.359. (3) Drug 1: COC1=C(C=C2C(=C1)N=CN=C2NC3=CC(=C(C=C3)F)Cl)OCCCN4CCOCC4. Drug 2: CN(C)N=NC1=C(NC=N1)C(=O)N. Cell line: HCC-2998. Synergy scores: CSS=10.8, Synergy_ZIP=-2.66, Synergy_Bliss=1.44, Synergy_Loewe=-8.88, Synergy_HSA=1.53. (4) Drug 1: CN(CCCl)CCCl.Cl. Drug 2: CN(C(=O)NC(C=O)C(C(C(CO)O)O)O)N=O. Cell line: HOP-92. Synergy scores: CSS=16.6, Synergy_ZIP=-5.77, Synergy_Bliss=0.131, Synergy_Loewe=-24.7, Synergy_HSA=-2.56. (5) Synergy scores: CSS=-0.973, Synergy_ZIP=-1.84, Synergy_Bliss=-3.81, Synergy_Loewe=-8.48, Synergy_HSA=-7.27. Drug 2: CS(=O)(=O)CCNCC1=CC=C(O1)C2=CC3=C(C=C2)N=CN=C3NC4=CC(=C(C=C4)OCC5=CC(=CC=C5)F)Cl. Cell line: RXF 393. Drug 1: CCCS(=O)(=O)NC1=C(C(=C(C=C1)F)C(=O)C2=CNC3=C2C=C(C=N3)C4=CC=C(C=C4)Cl)F.